The task is: Predict which catalyst facilitates the given reaction.. This data is from Catalyst prediction with 721,799 reactions and 888 catalyst types from USPTO. (1) Reactant: [C:1]([C:3]1[CH:8]=[CH:7][C:6]([C:9]2[CH:10]=[N:11][N:12]3[CH:17]=[CH:16][C:15]([C:18]4[CH:26]=[CH:25][C:21]([C:22](O)=[O:23])=[CH:20][CH:19]=4)=[N:14][C:13]=23)=[CH:5][CH:4]=1)#[N:2].C[N:28]1[CH2:33][CH2:32][O:31][CH2:30][CH2:29]1.CN(C(ON1N=NC2C=CC=NC1=2)=[N+](C)C)C.F[P-](F)(F)(F)(F)F.N1CCOCC1. Product: [N:28]1([C:22]([C:21]2[CH:20]=[CH:19][C:18]([C:15]3[CH:16]=[CH:17][N:12]4[N:11]=[CH:10][C:9]([C:6]5[CH:7]=[CH:8][C:3]([C:1]#[N:2])=[CH:4][CH:5]=5)=[C:13]4[N:14]=3)=[CH:26][CH:25]=2)=[O:23])[CH2:33][CH2:32][O:31][CH2:30][CH2:29]1. The catalyst class is: 31. (2) Reactant: C1(S([N:10]2[C:14]3=[N:15][CH:16]=[C:17]([Cl:19])[CH:18]=[C:13]3[C:12]([CH2:20][C:21]3[CH:22]=[CH:23][C:24]([NH2:27])=[N:25][CH:26]=3)=[CH:11]2)(=O)=O)C=CC=CC=1.[Br:28][C:29]1[N:34]=[CH:33][C:32]([CH:35]=O)=[CH:31][CH:30]=1.C([BH3-])#N.[OH-].[Na+].[Cl-].[NH4+]. Product: [Br:28][C:29]1[N:34]=[CH:33][C:32]([CH2:35][NH:27][C:24]2[CH:23]=[CH:22][C:21]([CH2:20][C:12]3[C:13]4[C:14](=[N:15][CH:16]=[C:17]([Cl:19])[CH:18]=4)[NH:10][CH:11]=3)=[CH:26][N:25]=2)=[CH:31][CH:30]=1. The catalyst class is: 212. (3) Reactant: [C:1]1([N:7]2[C:12](=[O:13])[C:11]3[S:14][CH:15]=[C:16]([C:17]4[CH:22]=[CH:21][CH:20]=[CH:19][CH:18]=4)[C:10]=3[N:9]=[CH:8]2)[CH:6]=[CH:5][CH:4]=[CH:3][CH:2]=1.NC1C(C2C=C[C:32]([O:35]C)=CC=2)=CSC=1C(OC)=O.[CH:41](OCC)(OCC)[O:42]CC.COC1C=CC(N)=CC=1. The catalyst class is: 15. Product: [CH3:32][O:35][C:4]1[CH:5]=[CH:6][C:1]([N:7]2[C:12](=[O:13])[C:11]3[S:14][CH:15]=[C:16]([C:17]4[CH:18]=[CH:19][C:20]([O:42][CH3:41])=[CH:21][CH:22]=4)[C:10]=3[N:9]=[CH:8]2)=[CH:2][CH:3]=1. (4) Reactant: [C:1]([O:5][C:6]([N:8]1[CH2:10][C@H:9]1[CH2:11][C:12]1[CH:17]=[CH:16][CH:15]=[CH:14][CH:13]=1)=[O:7])([CH3:4])([CH3:3])[CH3:2].[CH2:18]([NH2:25])[C:19]1[CH:24]=[CH:23][CH:22]=[CH:21][CH:20]=1. Product: [CH2:11]([C@@H:9]([NH:8][C:6](=[O:7])[O:5][C:1]([CH3:2])([CH3:3])[CH3:4])[CH2:10][NH:25][CH2:18][C:19]1[CH:24]=[CH:23][CH:22]=[CH:21][CH:20]=1)[C:12]1[CH:13]=[CH:14][CH:15]=[CH:16][CH:17]=1. The catalyst class is: 11.